From a dataset of Full USPTO retrosynthesis dataset with 1.9M reactions from patents (1976-2016). Predict the reactants needed to synthesize the given product. (1) Given the product [C:1]([O:5][C:6]([N:8]1[CH2:13][CH2:12][N:11]([C:14]2[C:22]([Cl:23])=[CH:21][CH:20]=[C:19]3[C:15]=2[CH:16]=[CH:17][NH:18]3)[CH2:10][CH2:9]1)=[O:7])([CH3:4])([CH3:2])[CH3:3], predict the reactants needed to synthesize it. The reactants are: [C:1]([O:5][C:6]([N:8]1[CH2:13][CH2:12][N:11]([C:14]2[CH:22]=[CH:21][CH:20]=[C:19]3[C:15]=2[CH:16]=[CH:17][NH:18]3)[CH2:10][CH2:9]1)=[O:7])([CH3:4])([CH3:3])[CH3:2].[Cl:23]N1C(=O)CCC1=O.O.C(O)C. (2) Given the product [CH3:47][C:42]1[N:41]=[CH:40][C:45]([N:35]2[CH2:36][CH2:37][CH:32]([N:29]3[CH2:28][CH2:27][C:20]4([C:21]5[C:26](=[CH:25][CH:24]=[CH:23][CH:22]=5)[N:17]([C:15]([N:14]([CH3:38])[CH3:13])=[O:16])[CH2:18][CH2:19]4)[CH2:31][CH2:30]3)[CH2:33][CH2:34]2)=[N:44][C:43]=1[CH3:46], predict the reactants needed to synthesize it. The reactants are: CC(C)([O-])C.[Na+].O1CCOCC1.[CH3:13][N:14]([CH3:38])[C:15]([N:17]1[C:26]2[C:21](=[CH:22][CH:23]=[CH:24][CH:25]=2)[C:20]2([CH2:31][CH2:30][N:29]([CH:32]3[CH2:37][CH2:36][NH:35][CH2:34][CH2:33]3)[CH2:28][CH2:27]2)[CH2:19][CH2:18]1)=[O:16].Cl[C:40]1[N:41]=[C:42]([CH3:47])[C:43]([CH3:46])=[N:44][CH:45]=1. (3) Given the product [Cl:10][C:11]1[CH:16]=[CH:15][CH:14]=[CH:13][C:12]=1[CH2:17][N:18]1[C:19]([OH:39])=[C:20]([C:35]([NH:9][C@H:7]([C:1]2[CH:6]=[CH:5][CH:4]=[CH:3][CH:2]=2)[CH3:8])=[O:36])[C:21]([OH:34])=[C:22]([C:25]([NH:27][CH2:28][C:29]([OH:31])=[O:30])=[O:26])[C:23]1=[O:24], predict the reactants needed to synthesize it. The reactants are: [C:1]1([C@@H:7]([NH2:9])[CH3:8])[CH:6]=[CH:5][CH:4]=[CH:3][CH:2]=1.[Cl:10][C:11]1[CH:16]=[CH:15][CH:14]=[CH:13][C:12]=1[CH2:17][N:18]1[C:23](=[O:24])[C:22]([C:25]([NH:27][CH2:28][C:29]([O:31]CC)=[O:30])=[O:26])=[C:21]([OH:34])[C:20]([C:35](OC)=[O:36])=[C:19]1[OH:39]. (4) Given the product [Br:1][C:2]1[CH:9]=[CH:8][C:5]([CH:6]=[O:22])=[C:4]([CH3:10])[CH:3]=1, predict the reactants needed to synthesize it. The reactants are: [Br:1][C:2]1[CH:9]=[CH:8][C:5]([C:6]#N)=[C:4]([CH3:10])[CH:3]=1.CC(C[Al]CC(C)C)C.CO.[OH:22]S(O)(=O)=O. (5) Given the product [CH3:1][C:2]1[N:3]([CH2:30][C:31]2[CH:36]=[CH:35][C:34]([CH3:37])=[CH:33][CH:32]=2)[C:4](=[O:26])[C:5]([CH2:11][C:12]2[CH:17]=[CH:16][C:15]([C:18]3[CH:23]=[CH:22][CH:21]=[CH:20][C:19]=3[C:24]3[NH:40][C:41](=[O:44])[O:42][N:25]=3)=[CH:14][CH:13]=2)=[C:6]([CH2:8][CH2:9][CH3:10])[N:7]=1, predict the reactants needed to synthesize it. The reactants are: [CH3:1][C:2]1[NH:3][C:4](=[O:26])[C:5]([CH2:11][C:12]2[CH:17]=[CH:16][C:15]([C:18]3[C:19]([C:24]#[N:25])=[CH:20][CH:21]=[CH:22][CH:23]=3)=[CH:14][CH:13]=2)=[C:6]([CH2:8][CH2:9][CH3:10])[N:7]=1.[H-].[Na+].Br[CH2:30][C:31]1[CH:36]=[CH:35][C:34]([CH3:37])=[CH:33][CH:32]=1.[Cl-].O[NH3+:40].[C:41](=[O:44])([O-])[OH:42].[Na+]. (6) Given the product [CH2:28]([C:25]1[CH:26]=[CH:27][C:22]([CH2:21][N:2]([CH3:1])[C@H:3]2[CH2:7][CH2:6][N:5]([C:8]3[C:13]([C:14]([O:16][CH:17]([CH3:18])[CH3:19])=[O:15])=[CH:12][CH:11]=[CH:10][N:9]=3)[CH2:4]2)=[CH:23][CH:24]=1)[CH3:29], predict the reactants needed to synthesize it. The reactants are: [CH3:1][NH:2][C@H:3]1[CH2:7][CH2:6][N:5]([C:8]2[C:13]([C:14]([O:16][CH:17]([CH3:19])[CH3:18])=[O:15])=[CH:12][CH:11]=[CH:10][N:9]=2)[CH2:4]1.Br[CH2:21][C:22]1[CH:27]=[CH:26][C:25]([CH2:28][CH3:29])=[CH:24][CH:23]=1.C([O-])([O-])=O.[K+].[K+]. (7) Given the product [OH:22][CH:10]1[CH:11]([NH:14][C:15](=[O:21])[O:16][C:17]([CH3:19])([CH3:18])[CH3:20])[CH2:12][CH2:13][NH:8][CH2:9]1, predict the reactants needed to synthesize it. The reactants are: C([N:8]1[CH2:13][CH2:12][CH:11]([NH:14][C:15](=[O:21])[O:16][C:17]([CH3:20])([CH3:19])[CH3:18])[CH:10]([OH:22])[CH2:9]1)C1C=CC=CC=1.[H][H]. (8) Given the product [C:63]([O:62][CH:9]([N:8]=[C:6]=[O:7])[CH2:10][CH2:11][CH2:12][CH2:13][CH2:14][CH2:15][C:16]([NH:18][C:19]1[S:20][C:21]2[CH:27]=[C:26]([O:28][S:29]([C:32]3[CH:33]=[CH:34][C:35]([F:38])=[CH:36][CH:37]=3)(=[O:30])=[O:31])[CH:25]=[CH:24][C:22]=2[N:23]=1)=[O:17])([CH3:66])([CH3:65])[CH3:64], predict the reactants needed to synthesize it. The reactants are: C(O[C:6]([NH:8][CH2:9][CH2:10][CH2:11][CH2:12][CH2:13][CH2:14][CH2:15][C:16]([NH:18][C:19]1[S:20][C:21]2[CH:27]=[C:26]([O:28][S:29]([C:32]3[CH:37]=[CH:36][C:35]([F:38])=[CH:34][CH:33]=3)(=[O:31])=[O:30])[CH:25]=[CH:24][C:22]=2[N:23]=1)=[O:17])=[O:7])(C)(C)C.NC1SC2C=C(OS(C3C=CC(F)=CC=3)(=O)=O)C=CC=2N=1.C(C(CCCCCCN)C(O)=O)([O:62][C:63]([CH3:66])([CH3:65])[CH3:64])=O. (9) Given the product [Cl:12][C:7]1[CH:6]=[C:5]([CH:3]([OH:4])[CH2:2][C:13]#[N:14])[CH:10]=[CH:9][C:8]=1[Cl:11], predict the reactants needed to synthesize it. The reactants are: Cl[CH2:2][C@H:3]([C:5]1[CH:10]=[CH:9][C:8]([Cl:11])=[C:7]([Cl:12])[CH:6]=1)[OH:4].[C-:13]#[N:14].[Na+].Cl. (10) Given the product [NH:7]1[C:8]2[C:13](=[CH:12][CH:11]=[CH:10][CH:9]=2)[C:5]([C:3](=[O:4])[CH:2]([C:14]2[CH:19]=[CH:18][CH:17]=[CH:16][CH:15]=2)[NH:26][C:25]2[CH:27]=[CH:28][CH:29]=[C:23]([O:22][C:21]([F:20])([F:30])[F:31])[CH:24]=2)=[CH:6]1, predict the reactants needed to synthesize it. The reactants are: Cl[CH:2]([C:14]1[CH:19]=[CH:18][CH:17]=[CH:16][CH:15]=1)[C:3]([C:5]1[C:13]2[C:8](=[CH:9][CH:10]=[CH:11][CH:12]=2)[NH:7][CH:6]=1)=[O:4].[F:20][C:21]([F:31])([F:30])[O:22][C:23]1[CH:24]=[C:25]([CH:27]=[CH:28][CH:29]=1)[NH2:26].CCN(C(C)C)C(C)C.